From a dataset of Forward reaction prediction with 1.9M reactions from USPTO patents (1976-2016). Predict the product of the given reaction. (1) Given the reactants [F:1][C:2]1([CH2:18][CH2:19][N:20]2[C:24](=[O:25])[CH2:23][O:22][C:21]2=[O:26])[CH2:7][CH2:6][N:5]([C:8]2[CH:17]=[CH:16][C:15]3[C:10](=[CH:11][CH:12]=[CH:13][CH:14]=3)[N:9]=2)[CH2:4][CH2:3]1.[CH3:27][NH2:28], predict the reaction product. The product is: [F:1][C:2]1([CH2:18][CH2:19][NH:20][C:21](=[O:26])[O:22][CH2:23][C:24]([NH:28][CH3:27])=[O:25])[CH2:3][CH2:4][N:5]([C:8]2[CH:17]=[CH:16][C:15]3[C:10](=[CH:11][CH:12]=[CH:13][CH:14]=3)[N:9]=2)[CH2:6][CH2:7]1. (2) The product is: [ClH:1].[ClH:1].[CH3:40][O:41][C:42]1[C:47]([C:48]2[CH:53]=[CH:52][CH:51]=[C:50]([O:54][C:55]([F:56])([F:57])[F:58])[CH:49]=2)=[CH:46][C:45]([CH:12]([C:13]2([OH:19])[CH2:14][CH2:15][CH2:16][CH2:17][CH2:18]2)[CH2:11][N:10]2[CH2:9][CH2:8][N:7]([CH3:37])[CH2:6][CH2:5]2)=[CH:44][CH:43]=1. Given the reactants [ClH:1].Cl.CO[CH:5]1[N:10]([CH2:11][CH2:12][C:13]2([OH:19])[CH2:18][CH2:17][CH2:16][CH2:15][CH2:14]2)[CH2:9][CH:8](C2C(OC(F)(F)F)=C(C3C=CC=CC=3)C=CC=2)[N:7]([CH3:37])[CH2:6]1.Cl.Cl.[CH3:40][O:41][C:42]1[C:47]([C:48]2[CH:53]=[CH:52][CH:51]=[C:50]([O:54][C:55]([F:58])([F:57])[F:56])[CH:49]=2)=[CH:46][C:45](C(C2(O)CCCCC2)CN2CCNCC2)=[CH:44][CH:43]=1, predict the reaction product. (3) Given the reactants Cl[C:2]1[C:11]2[C:6](=[CH:7][CH:8]=[C:9]([C:12]([F:15])([F:14])[F:13])[CH:10]=2)[N:5]=[N:4][CH:3]=1.[NH2:16][CH2:17][C:18]([O:20][C:21]([CH3:24])([CH3:23])[CH3:22])=[O:19].C(N(CC)CC)C, predict the reaction product. The product is: [F:13][C:12]([F:15])([F:14])[C:9]1[CH:10]=[C:11]2[C:6](=[CH:7][CH:8]=1)[N:5]=[N:4][CH:3]=[C:2]2[NH:16][CH2:17][C:18]([O:20][C:21]([CH3:24])([CH3:23])[CH3:22])=[O:19]. (4) Given the reactants CCN(C(C)C)C(C)C.[OH:10][C:11]1[CH:12]=[CH:13][CH:14]=[C:15]2[C:20]=1[O:19][C:18](=[O:21])[C:17]([C:22]([OH:24])=O)=[CH:16]2.CN(C(ON1N=NC2C=CC=NC1=2)=[N+](C)C)C.F[P-](F)(F)(F)(F)F.[F:49][C:50]1[CH:51]=[C:52]([C:57]2[CH:62]=[CH:61][CH:60]=[C:59]([NH2:63])[CH:58]=2)[CH:53]=[C:54]([F:56])[CH:55]=1, predict the reaction product. The product is: [F:49][C:50]1[CH:51]=[C:52]([C:57]2[CH:62]=[CH:61][CH:60]=[C:59]([NH:63][C:22]([C:17]3[C:18](=[O:21])[O:19][C:20]4[C:15]([CH:16]=3)=[CH:14][CH:13]=[CH:12][C:11]=4[OH:10])=[O:24])[CH:58]=2)[CH:53]=[C:54]([F:56])[CH:55]=1. (5) Given the reactants [CH2:1]([C:3]([C:28]1[CH:33]=[CH:32][C:31]([OH:34])=[C:30]([CH3:35])[CH:29]=1)([C:6]1[CH:11]=[CH:10][C:9](/[CH:12]=[CH:13]/[C:14]([O:23][CH2:24][O:25][CH3:26])([C:19]([F:22])([F:21])[F:20])[C:15]([F:18])([F:17])[F:16])=[C:8]([CH3:27])[CH:7]=1)[CH2:4][CH3:5])[CH3:2].[O:36](S(C(F)(F)F)(=O)=O)[S:37]([C:40]([F:43])([F:42])[F:41])(=O)=[O:38].CCN(CC)CC, predict the reaction product. The product is: [CH2:1]([C:3]([C:28]1[CH:33]=[CH:32][C:31]([O:34][S:37]([C:40]([F:43])([F:42])[F:41])(=[O:38])=[O:36])=[C:30]([CH3:35])[CH:29]=1)([C:6]1[CH:11]=[CH:10][C:9](/[CH:12]=[CH:13]/[C:14]([O:23][CH2:24][O:25][CH3:26])([C:19]([F:20])([F:21])[F:22])[C:15]([F:18])([F:17])[F:16])=[C:8]([CH3:27])[CH:7]=1)[CH2:4][CH3:5])[CH3:2].